From a dataset of Forward reaction prediction with 1.9M reactions from USPTO patents (1976-2016). Predict the product of the given reaction. (1) Given the reactants F[C:2]1[CH:3]=[C:4]([CH:7]=[CH:8][CH:9]=1)[C:5]#[N:6].[CH2:10]([O:12][C:13]1[CH:14]=[C:15]([OH:19])[CH:16]=[CH:17][CH:18]=1)[CH3:11].C(=O)([O-])[O-].[Cs+].[Cs+].Cl, predict the reaction product. The product is: [CH2:10]([O:12][C:13]1[CH:14]=[C:15]([CH:16]=[CH:17][CH:18]=1)[O:19][C:2]1[CH:3]=[C:4]([CH:7]=[CH:8][CH:9]=1)[C:5]#[N:6])[CH3:11]. (2) Given the reactants Cl[C:2]1[C:7]([CH3:8])=[C:6]([Cl:9])[N:5]=[CH:4][C:3]=1[C:10]([N:12]1[CH2:17][CH2:16][CH:15]([C:18]2[CH:23]=[CH:22][C:21]([F:24])=[CH:20][CH:19]=2)[CH2:14][CH2:13]1)=[O:11].[F:25][C:26]1[CH:32]=[C:31]([CH3:33])[CH:30]=[CH:29][C:27]=1[NH2:28], predict the reaction product. The product is: [Cl:9][C:6]1[N:5]=[CH:4][C:3]([C:10]([N:12]2[CH2:17][CH2:16][CH:15]([C:18]3[CH:23]=[CH:22][C:21]([F:24])=[CH:20][CH:19]=3)[CH2:14][CH2:13]2)=[O:11])=[C:2]([NH:28][C:27]2[CH:29]=[CH:30][C:31]([CH3:33])=[CH:32][C:26]=2[F:25])[C:7]=1[CH3:8]. (3) Given the reactants [CH2:1]([O:3][C:4]([C:6]1[N:7]([CH2:26][C:27]2[CH:32]=[CH:31][CH:30]=[C:29]([Cl:33])[CH:28]=2)[C:8]2[C:13]([C:14]=1[NH:15][C:16](=[O:24])[C:17]1[CH:22]=[CH:21][C:20]([Cl:23])=[CH:19][CH:18]=1)=[CH:12][CH:11]=[C:10](Br)[CH:9]=2)=[O:5])[CH3:2].[CH3:34][S:35]([C:38]1[CH:43]=[CH:42][C:41](B(O)O)=[CH:40][CH:39]=1)(=[O:37])=[O:36].C1(C)C=CC=CC=1P(C1C=CC=CC=1C)C1C=CC=CC=1C.[O-]P([O-])([O-])=O.[K+].[K+].[K+].C([O-])(O)=O.[Na+], predict the reaction product. The product is: [CH2:1]([O:3][C:4]([C:6]1[N:7]([CH2:26][C:27]2[CH:32]=[CH:31][CH:30]=[C:29]([Cl:33])[CH:28]=2)[C:8]2[C:13]([C:14]=1[NH:15][C:16](=[O:24])[C:17]1[CH:22]=[CH:21][C:20]([Cl:23])=[CH:19][CH:18]=1)=[CH:12][CH:11]=[C:10]([C:41]1[CH:42]=[CH:43][C:38]([S:35]([CH3:34])(=[O:37])=[O:36])=[CH:39][CH:40]=1)[CH:9]=2)=[O:5])[CH3:2]. (4) Given the reactants [CH2:1]([C@H:8]([NH:39][C:40](=[O:59])[C@H:41]([CH:56]([CH3:58])[CH3:57])[NH:42][C:43]([N:45]([CH2:47][C:48]1[N:49]=[C:50]([CH:53]([CH3:55])[CH3:54])[S:51][CH:52]=1)[CH3:46])=[O:44])[CH2:9][C@H:10]([O:29][CH:30](SCCCC)[CH2:31][CH2:32][CH3:33])[C@@H:11]([NH:19][C:20]([O:22][CH2:23][C:24]1[S:28][CH:27]=[N:26][CH:25]=1)=[O:21])[CH2:12][C:13]1[CH:18]=[CH:17][CH:16]=[CH:15][CH:14]=1)[C:2]1[CH:7]=[CH:6][CH:5]=[CH:4][CH:3]=1.[P:60](=[O:64])([OH:63])([OH:62])[OH:61].IN1C(=O)CCC1=O.C([O-])([O-])=O.[Na+:77].[Na+], predict the reaction product. The product is: [CH2:1]([C@H:8]([NH:39][C:40](=[O:59])[C@H:41]([CH:56]([CH3:58])[CH3:57])[NH:42][C:43]([N:45]([CH2:47][C:48]1[N:49]=[C:50]([CH:53]([CH3:54])[CH3:55])[S:51][CH:52]=1)[CH3:46])=[O:44])[CH2:9][C@H:10]([O:29][CH:30]([O:64][P:60]([O-:63])([O-:62])=[O:61])[CH2:31][CH2:32][CH3:33])[C@@H:11]([NH:19][C:20]([O:22][CH2:23][C:24]1[S:28][CH:27]=[N:26][CH:25]=1)=[O:21])[CH2:12][C:13]1[CH:14]=[CH:15][CH:16]=[CH:17][CH:18]=1)[C:2]1[CH:7]=[CH:6][CH:5]=[CH:4][CH:3]=1.[Na+:77].[Na+:77].